Dataset: Catalyst prediction with 721,799 reactions and 888 catalyst types from USPTO. Task: Predict which catalyst facilitates the given reaction. Reactant: [CH2:1]=[C:2]([C:4]1[CH:5]=[C:6]([NH2:10])[CH:7]=[N:8][CH:9]=1)[CH3:3]. Product: [CH:2]([C:4]1[CH:5]=[C:6]([NH2:10])[CH:7]=[N:8][CH:9]=1)([CH3:3])[CH3:1]. The catalyst class is: 29.